Dataset: Peptide-MHC class I binding affinity with 185,985 pairs from IEDB/IMGT. Task: Regression. Given a peptide amino acid sequence and an MHC pseudo amino acid sequence, predict their binding affinity value. This is MHC class I binding data. (1) The peptide sequence is ESMMGSTAM. The MHC is HLA-A30:01 with pseudo-sequence HLA-A30:01. The binding affinity (normalized) is 0.0847. (2) The peptide sequence is FWLMVYEGL. The binding affinity (normalized) is 0.0847. The MHC is HLA-B08:02 with pseudo-sequence HLA-B08:02. (3) The binding affinity (normalized) is 0.0847. The peptide sequence is ATFSVPMEK. The MHC is HLA-B15:01 with pseudo-sequence HLA-B15:01. (4) The peptide sequence is KGPDKLQVY. The MHC is HLA-B35:01 with pseudo-sequence HLA-B35:01. The binding affinity (normalized) is 0.0847. (5) The peptide sequence is DLENRCQSL. The MHC is HLA-A02:03 with pseudo-sequence HLA-A02:03. The binding affinity (normalized) is 0.0391. (6) The peptide sequence is HSNLNDTTY. The MHC is HLA-A24:03 with pseudo-sequence HLA-A24:03. The binding affinity (normalized) is 0.0847. (7) The peptide sequence is DFYDFAVSK. The MHC is HLA-A03:01 with pseudo-sequence HLA-A03:01. The binding affinity (normalized) is 0.231. (8) The peptide sequence is SELAKGVAL. The MHC is HLA-B40:01 with pseudo-sequence HLA-B40:01. The binding affinity (normalized) is 0.888. (9) The peptide sequence is VLQWASLAV. The MHC is HLA-A26:01 with pseudo-sequence HLA-A26:01. The binding affinity (normalized) is 0.